From a dataset of Full USPTO retrosynthesis dataset with 1.9M reactions from patents (1976-2016). Predict the reactants needed to synthesize the given product. (1) Given the product [Br:1][C:2]1[CH:10]=[C:9]([CH:8]=[C:4]([CH2:5][OH:6])[CH:3]=1)[C:11]([OH:13])=[O:12], predict the reactants needed to synthesize it. The reactants are: [Br:1][C:2]1[CH:3]=[C:4]([CH:8]=[C:9]([C:11]([O:13]C)=[O:12])[CH:10]=1)[C:5](O)=[O:6].O=S1(=O)CC(N)C2C=CC=CC=2O1.[BH4-].[Li+].Cl. (2) Given the product [NH2:30][C:23]1[C:22]2[N:21]=[C:20]([CH3:31])[N:19]([CH2:18][CH2:17][O:16][CH2:15][CH2:14][NH:13][C:10]([C@@H:8]3[CH2:9][C@H:7]3[C:1]3[CH:6]=[CH:5][CH:4]=[CH:3][CH:2]=3)=[O:11])[C:27]=2[C:26]([CH3:28])=[C:25]([CH3:29])[N:24]=1, predict the reactants needed to synthesize it. The reactants are: [C:1]1([C@@H:7]2[CH2:9][C@H:8]2[C:10](Cl)=[O:11])[CH:6]=[CH:5][CH:4]=[CH:3][CH:2]=1.[NH2:13][CH2:14][CH2:15][O:16][CH2:17][CH2:18][N:19]1[C:27]2[C:26]([CH3:28])=[C:25]([CH3:29])[N:24]=[C:23]([NH2:30])[C:22]=2[N:21]=[C:20]1[CH3:31]. (3) Given the product [OH:4][C:5]1[CH:14]=[C:13]2[C:8]([CH:9]=[C:10]([CH:16]=[O:17])[CH:11]=[N:12]2)=[CH:7][CH:6]=1, predict the reactants needed to synthesize it. The reactants are: C([O:4][C:5]1[CH:14]=[C:13]2[C:8]([CH:9]=[C:10]([CH:16]=[O:17])[C:11](Cl)=[N:12]2)=[CH:7][CH:6]=1)(=O)C.CCN(CC)CC.C(O)=O.O. (4) Given the product [NH2:7][C:8]1[C:13]([C:14]2[O:18][N:17]=[C:16]([CH2:19][OH:20])[CH:15]=2)=[CH:12][CH:11]=[CH:10][N:9]=1, predict the reactants needed to synthesize it. The reactants are: C(O)(=O)C(O)=O.[NH2:7][C:8]1[C:13]([C:14]2[O:18][N:17]=[C:16]([CH2:19][OH:20])[CH:15]=2)=[CH:12][CH:11]=[CH:10][N:9]=1.[OH-].[Na+]. (5) Given the product [CH2:17]([O:24][C@@H:25]1[C@@H:29]([CH2:30][O:31][CH2:32][C:33]2[CH:38]=[CH:37][CH:36]=[CH:35][CH:34]=2)[O:28][C@H:27]([O:39][CH3:40])[C@:26]1([CH3:5])[OH:41])[C:18]1[CH:19]=[CH:20][CH:21]=[CH:22][CH:23]=1, predict the reactants needed to synthesize it. The reactants are: C[Mg]Br.O1CCC[CH2:5]1.C[Mg]Br.C(OCC)C.[CH2:17]([O:24][C@@H:25]1[C@@H:29]([CH2:30][O:31][CH2:32][C:33]2[CH:38]=[CH:37][CH:36]=[CH:35][CH:34]=2)[O:28][C@H:27]([O:39][CH3:40])[C:26]1=[O:41])[C:18]1[CH:23]=[CH:22][CH:21]=[CH:20][CH:19]=1.[Cl-].[NH4+]. (6) Given the product [F:1][C:2]1[CH:3]=[CH:4][C:5]([CH2:6][C:7]2[N:11]([CH2:12][C:13]([N:15]3[CH2:16][CH2:17][CH:18]([NH:21][C:34]([NH:33][CH:30]([CH3:32])[CH3:31])=[O:35])[CH2:19][CH2:20]3)=[O:14])[N:10]=[C:9]([C:22]3[CH:23]=[CH:24][N:25]=[CH:26][CH:27]=3)[CH:8]=2)=[CH:28][CH:29]=1, predict the reactants needed to synthesize it. The reactants are: [F:1][C:2]1[CH:29]=[CH:28][C:5]([CH2:6][C:7]2[N:11]([CH2:12][C:13]([N:15]3[CH2:20][CH2:19][CH:18]([NH2:21])[CH2:17][CH2:16]3)=[O:14])[N:10]=[C:9]([C:22]3[CH:27]=[CH:26][N:25]=[CH:24][CH:23]=3)[CH:8]=2)=[CH:4][CH:3]=1.[CH:30]([N:33]=[C:34]=[O:35])([CH3:32])[CH3:31]. (7) Given the product [F:1][C:2]([F:22])([F:21])[C:3]1[CH:4]=[C:5]([C:9]2[N:14]=[C:13]3[CH:15]([C:19]([OH:25])=[O:23])[CH2:16][CH2:17][O:18][C:12]3=[CH:11][CH:10]=2)[CH:6]=[CH:7][CH:8]=1, predict the reactants needed to synthesize it. The reactants are: [F:1][C:2]([F:22])([F:21])[C:3]1[CH:4]=[C:5]([C:9]2[N:14]=[C:13]3[CH:15]([C:19]#N)[CH2:16][CH2:17][O:18][C:12]3=[CH:11][CH:10]=2)[CH:6]=[CH:7][CH:8]=1.[OH-:23].[Na+].[OH2:25]. (8) Given the product [CH3:1][O:2][CH2:3][CH2:4][O:5][C:6]1[CH:11]=[C:10]2[C:12]([NH:16][C:17]3[CH:18]=[CH:19][CH:20]=[C:21]([C:23]#[CH:24])[CH:22]=3)=[N:13][CH:14]=[N:15][C:9]2=[CH:8][C:7]=1[O:25][CH2:26][CH2:27][O:28][CH3:29].[ClH:30], predict the reactants needed to synthesize it. The reactants are: [CH3:1][O:2][CH2:3][CH2:4][O:5][C:6]1[CH:11]=[C:10]2[C:12]([NH:16][C:17]3[CH:22]=[C:21]([C:23]#[CH:24])[CH:20]=[CH:19][CH:18]=3)=[N:13][CH:14]=[N:15][C:9]2=[CH:8][C:7]=1[O:25][CH2:26][CH2:27][O:28][CH3:29].[Cl:30]CCl. (9) Given the product [F:1][C:2]1[CH:3]=[C:4]([N+:9]([O-:11])=[O:10])[CH:5]=[CH:6][C:7]=1[N:16]1[CH2:17][CH2:18][N:13]([CH3:12])[CH2:14][CH2:15]1, predict the reactants needed to synthesize it. The reactants are: [F:1][C:2]1[CH:3]=[C:4]([N+:9]([O-:11])=[O:10])[CH:5]=[CH:6][C:7]=1F.[CH3:12][N:13]1[CH2:18][CH2:17][NH:16][CH2:15][CH2:14]1. (10) The reactants are: [Cl:1][C:2]1[CH:6]=[CH:5][S:4][C:3]=1[C:7](=[O:14])[CH2:8][C:9]([O:11][CH2:12][CH3:13])=[O:10].C(N(CC)CC)C.C(NC1C=CC(S([N:35]=[N+:36]=[N-])(=O)=O)=CC=1)(=O)C.[OH-].[Na+].C(=O)([O-])[O-].[Na+].[Na+]. Given the product [Cl:1][C:2]1[CH:6]=[CH:5][S:4][C:3]=1[C:7](=[O:14])[C:8](=[N+:35]=[N-:36])[C:9]([O:11][CH2:12][CH3:13])=[O:10], predict the reactants needed to synthesize it.